Dataset: Drug-target binding data from BindingDB using IC50 measurements. Task: Regression. Given a target protein amino acid sequence and a drug SMILES string, predict the binding affinity score between them. We predict pIC50 (pIC50 = -log10(IC50 in M); higher means more potent). Dataset: bindingdb_ic50. The compound is CS(=O)(=O)c1ccccc1-c1ccc(NC(=O)CN(CC2CC2)C(=O)Nc2ccc(Cl)cc2)c(F)c1. The target protein (P00742) has sequence MGRPLHLVLLSASLAGLLLLGESLFIRREQANNILARVTRANSFLEEMKKGHLERECMEETCSYEEAREVFEDSDKTNEFWNKYKDGDQCETSPCQNQGKCKDGLGEYTCTCLEGFEGKNCELFTRKLCSLDNGDCDQFCHEEQNSVVCSCARGYTLADNGKACIPTGPYPCGKQTLERRKRSVAQATSSSGEAPDSITWKPYDAADLDPTENPFDLLDFNQTQPERGDNNLTRIVGGQECKDGECPWQALLINEENEGFCGGTILSEFYILTAAHCLYQAKRFKVRVGDRNTEQEEGGEAVHEVEVVIKHNRFTKETYDFDIAVLRLKTPITFRMNVAPACLPERDWAESTLMTQKTGIVSGFGRTHEKGRQSTRLKMLEVPYVDRNSCKLSSSFIITQNMFCAGYDTKQEDACQGDSGGPHVTRFKDTYFVTGIVSWGEGCARKGKYGIYTKVTAFLKWIDRSMKTRGLPKAKSHAPEVITSSPLK. The pIC50 is 8.4.